Dataset: Forward reaction prediction with 1.9M reactions from USPTO patents (1976-2016). Task: Predict the product of the given reaction. (1) Given the reactants [C:1]([O:5][C:6](=[O:27])[NH:7][C:8]1[O:9][CH2:10][C@@:11]2([C:21]3[C:16](=[CH:17][CH:18]=[C:19]([NH2:22])[CH:20]=3)[O:15][C:14]([CH3:24])([CH3:23])[C:13]32[CH2:26][CH2:25]3)[N:12]=1)([CH3:4])([CH3:3])[CH3:2].[F:28][CH:29]([F:39])[C:30]1[N:31]=[CH:32][C:33]([C:36](O)=[O:37])=[N:34][CH:35]=1.N1(O)C2C=CC=CC=2N=N1.Cl.CN(C)CCCN=C=NCC, predict the reaction product. The product is: [C:1]([O:5][C:6](=[O:27])[NH:7][C:8]1[O:9][CH2:10][C@@:11]2([C:21]3[C:16](=[CH:17][CH:18]=[C:19]([NH:22][C:36]([C:33]4[CH:32]=[N:31][C:30]([CH:29]([F:39])[F:28])=[CH:35][N:34]=4)=[O:37])[CH:20]=3)[O:15][C:14]([CH3:24])([CH3:23])[C:13]32[CH2:25][CH2:26]3)[N:12]=1)([CH3:4])([CH3:2])[CH3:3]. (2) The product is: [Cl:17][C:14]1[CH:15]=[CH:16][C:11]([N:8]2[CH2:9][CH2:10][CH:5]([C:3](=[O:4])[CH2:2][N:25]3[C:21]([CH3:20])=[CH:22][C:23]([C:26]([F:29])([F:28])[F:27])=[N:24]3)[CH2:6][CH2:7]2)=[CH:12][C:13]=1[O:18][CH3:19]. Given the reactants Cl[CH2:2][C:3]([CH:5]1[CH2:10][CH2:9][N:8]([C:11]2[CH:16]=[CH:15][C:14]([Cl:17])=[C:13]([O:18][CH3:19])[CH:12]=2)[CH2:7][CH2:6]1)=[O:4].[CH3:20][C:21]1[NH:25][N:24]=[C:23]([C:26]([F:29])([F:28])[F:27])[CH:22]=1.C(=O)([O-])[O-].[K+].[K+], predict the reaction product. (3) Given the reactants [CH3:1][O:2][C:3](=[O:12])[C:4]1[CH:9]=[CH:8][C:7](F)=[CH:6][C:5]=1[Br:11].Cl.[CH3:14][NH:15][CH3:16].C(=O)([O-])[O-].[K+].[K+], predict the reaction product. The product is: [CH3:1][O:2][C:3](=[O:12])[C:4]1[CH:9]=[CH:8][C:7]([N:15]([CH3:16])[CH3:14])=[CH:6][C:5]=1[Br:11]. (4) Given the reactants C[O:2][C:3]([C@@H:5]1[CH2:9][C@@H:8]([S:10][C:11]([C:24]2[CH:29]=[CH:28][CH:27]=[CH:26][CH:25]=2)([C:18]2[CH:23]=[CH:22][CH:21]=[CH:20][CH:19]=2)[C:12]2[CH:17]=[CH:16][CH:15]=[CH:14][CH:13]=2)[CH2:7][N:6]1[C:30]([O:32][C:33]([CH3:36])([CH3:35])[CH3:34])=[O:31])=[O:4].[OH-].[Na+].OS([O-])(=O)=O.[K+].CCOC(C)=O, predict the reaction product. The product is: [C:33]([O:32][C:30]([N:6]1[CH2:7][C@H:8]([S:10][C:11]([C:12]2[CH:13]=[CH:14][CH:15]=[CH:16][CH:17]=2)([C:24]2[CH:25]=[CH:26][CH:27]=[CH:28][CH:29]=2)[C:18]2[CH:23]=[CH:22][CH:21]=[CH:20][CH:19]=2)[CH2:9][C@H:5]1[C:3]([OH:4])=[O:2])=[O:31])([CH3:36])([CH3:34])[CH3:35]. (5) Given the reactants [F:1][C:2]1[CH:12]=[N:11][C:5]2[N:6]=[CH:7][C:8](=[O:10])[NH:9][C:4]=2[CH:3]=1.C([O-])([O-])=O.[K+].[K+].[CH2:19](I)[CH:20]=[CH2:21].O, predict the reaction product. The product is: [F:1][C:2]1[CH:12]=[N:11][C:5]2[N:6]=[CH:7][C:8](=[O:10])[N:9]([CH2:21][CH:20]=[CH2:19])[C:4]=2[CH:3]=1. (6) Given the reactants [Cl:1][C:2]1[CH:3]=[C:4]2[C:8](=[C:9]([NH:11][CH:12]3[CH2:17][CH2:16][O:15][CH2:14][CH2:13]3)[CH:10]=1)[NH:7][C:6]([C:18]1[S:19][CH2:20][C@@H:21]([CH2:23][CH2:24][N:25]3[CH2:30][CH2:29][NH:28][CH2:27][CH2:26]3)[N:22]=1)=[CH:5]2.[C:31](O)(=[O:34])[CH2:32][OH:33].C(N(CC)CC)C.C(Cl)CCl.C1C=CC2N(O)N=NC=2C=1.Cl, predict the reaction product. The product is: [Cl:1][C:2]1[CH:3]=[C:4]2[C:8](=[C:9]([NH:11][CH:12]3[CH2:17][CH2:16][O:15][CH2:14][CH2:13]3)[CH:10]=1)[NH:7][C:6]([C:18]1[S:19][CH2:20][C@@H:21]([CH2:23][CH2:24][N:25]3[CH2:30][CH2:29][N:28]([C:32](=[O:33])[CH2:31][OH:34])[CH2:27][CH2:26]3)[N:22]=1)=[CH:5]2. (7) Given the reactants [Cl:1][C:2]1[S:6][C:5]([C:7]([OH:9])=O)=[CH:4][CH:3]=1.C1(C)C=CC(S(Cl)(=O)=O)=CC=1.[NH2:21][CH2:22][C@@H:23]1[O:27][C:26](=[O:28])[N:25]([C:29]2[CH:34]=[CH:33][C:32]([N:35]3[CH2:40][CH2:39][O:38][CH2:37][C:36]3=[O:41])=[CH:31][CH:30]=2)[CH2:24]1.O, predict the reaction product. The product is: [CH:33]1[C:32]([N:35]2[C:36](=[O:41])[CH2:37][O:38][CH2:39][CH2:40]2)=[CH:31][CH:30]=[C:29]([N:25]2[C:26](=[O:28])[O:27][C@@H:23]([CH2:22][NH:21][C:7]([C:5]3[S:6][C:2]([Cl:1])=[CH:3][CH:4]=3)=[O:9])[CH2:24]2)[CH:34]=1. (8) Given the reactants [NH2:1][C:2]1[N:12]=[C:11]([CH3:13])[CH:10]=[CH:9][C:3]=1[C:4]([O:6]CC)=O.[F:14][C:15]1[CH:20]=[C:19]([F:21])[CH:18]=[C:17]([F:22])[C:16]=1[CH2:23][C:24](=O)[CH3:25].[OH-].[Na+], predict the reaction product. The product is: [CH3:25][C:24]1[C:23]([C:16]2[C:17]([F:22])=[CH:18][C:19]([F:21])=[CH:20][C:15]=2[F:14])=[C:4]([OH:6])[C:3]2[C:2](=[N:12][C:11]([CH3:13])=[CH:10][CH:9]=2)[N:1]=1.